This data is from Forward reaction prediction with 1.9M reactions from USPTO patents (1976-2016). The task is: Predict the product of the given reaction. (1) Given the reactants Cl.Cl.Cl.[N:4]1([NH:13][C:14]([C@@H:16]2[CH2:21][N:20]3[CH2:22][CH2:23][CH2:24][C@@H:19]3[CH2:18][NH:17]2)=[O:15])[C:12]2[C:7](=[CH:8][CH:9]=[CH:10][CH:11]=2)[CH2:6][CH2:5]1.[CH2:25]([O:32][C:33]([N:35]([CH3:51])[C@H:36]([C:38]([NH:40][C@@H:41]([CH:45]1[CH2:50][CH2:49][CH2:48][CH2:47][CH2:46]1)[C:42](O)=[O:43])=[O:39])[CH3:37])=[O:34])[C:26]1[CH:31]=[CH:30][CH:29]=[CH:28][CH:27]=1.F[P-](F)(F)(F)(F)F.N1(OC(N(C)C)=[N+](C)C)C2N=CC=CC=2N=N1, predict the reaction product. The product is: [CH2:25]([O:32][C:33](=[O:34])[N:35]([C@@H:36]([CH3:37])[C:38]([NH:40][C@@H:41]([CH:45]1[CH2:50][CH2:49][CH2:48][CH2:47][CH2:46]1)[C:42]([N:17]1[C@H:16]([C:14](=[O:15])[NH:13][N:4]2[C:12]3[C:7](=[CH:8][CH:9]=[CH:10][CH:11]=3)[CH2:6][CH2:5]2)[CH2:21][N:20]2[CH2:22][CH2:23][CH2:24][C@@H:19]2[CH2:18]1)=[O:43])=[O:39])[CH3:51])[C:26]1[CH:31]=[CH:30][CH:29]=[CH:28][CH:27]=1. (2) Given the reactants [Cl:1][C:2]1[C:3]([C:9]([N:11]2[C@H:17]([CH2:18][O:19][Si](C(C)(C)C)(C3C=CC=CC=3)C3C=CC=CC=3)[CH2:16][C@@H:15]3[C@@H:13]([CH2:14]3)[CH2:12]2)=[O:10])=[N:4][C:5]([CH3:8])=[CH:6][CH:7]=1.CCCC[N+](CCCC)(CCCC)CCCC.[F-], predict the reaction product. The product is: [Cl:1][C:2]1[C:3]([C:9]([N:11]2[C@H:17]([CH2:18][OH:19])[CH2:16][C@@H:15]3[C@@H:13]([CH2:14]3)[CH2:12]2)=[O:10])=[N:4][C:5]([CH3:8])=[CH:6][CH:7]=1. (3) Given the reactants [O:1]1[CH2:6][CH2:5][O:4][CH2:3][CH:2]1[C:7]1[CH:8]=[C:9]([C:13]2([NH2:16])[CH2:15][CH2:14]2)[CH:10]=[CH:11][CH:12]=1.[F:17][C:18]1[CH:19]=[C:20]([CH2:25][CH:26]([NH:30][C:31](=[O:37])[O:32][C:33]([CH3:36])([CH3:35])[CH3:34])[CH:27]2[CH2:29][O:28]2)[CH:21]=[C:22]([F:24])[CH:23]=1, predict the reaction product. The product is: [O:1]1[CH2:6][CH2:5][O:4][CH2:3][CH:2]1[C:7]1[CH:8]=[C:9]([C:13]2([NH:16][CH2:29][CH:27]([OH:28])[CH:26]([NH:30][C:31](=[O:37])[O:32][C:33]([CH3:35])([CH3:34])[CH3:36])[CH2:25][C:20]3[CH:19]=[C:18]([F:17])[CH:23]=[C:22]([F:24])[CH:21]=3)[CH2:14][CH2:15]2)[CH:10]=[CH:11][CH:12]=1. (4) The product is: [Cl:1][C:2]1[CH:7]=[C:6]([C:8]2[CH:13]=[N:12][CH:11]=[C:10]([CH3:14])[N:9]=2)[CH:5]=[CH:4][C:3]=1[C:15]1[C:26](=[O:27])[N:25]([CH2:28][CH2:29][O:30][CH:31]2[CH2:32][N:33]([C:35]([O:37][C:38]([CH3:41])([CH3:40])[CH3:39])=[O:36])[CH2:34]2)[C:18]2[N:19]=[C:20]([S:23]([CH3:24])=[O:50])[N:21]=[CH:22][C:17]=2[CH:16]=1. Given the reactants [Cl:1][C:2]1[CH:7]=[C:6]([C:8]2[CH:13]=[N:12][CH:11]=[C:10]([CH3:14])[N:9]=2)[CH:5]=[CH:4][C:3]=1[C:15]1[C:26](=[O:27])[N:25]([CH2:28][CH2:29][O:30][CH:31]2[CH2:34][N:33]([C:35]([O:37][C:38]([CH3:41])([CH3:40])[CH3:39])=[O:36])[CH2:32]2)[C:18]2[N:19]=[C:20]([S:23][CH3:24])[N:21]=[CH:22][C:17]=2[CH:16]=1.C1C=C(Cl)C=C(C(OO)=[O:50])C=1, predict the reaction product. (5) Given the reactants [C:1]([CH:4]([CH2:9][CH2:10][CH2:11][CH3:12])[C:5]([O:7]C)=[O:6])(=[O:3])[CH3:2].[OH-].[K+], predict the reaction product. The product is: [C:1]([CH:4]([CH2:9][CH2:10][CH2:11][CH3:12])[C:5]([OH:7])=[O:6])(=[O:3])[CH3:2]. (6) Given the reactants [CH:1]1[C:13]2[CH:12]([CH2:14][O:15][C:16](=[O:37])[NH:17][C:18]3[CH:23]=[CH:22][C:21]([S:24][C:25]4[CH:30]=[CH:29][C:28]([C:31](Cl)=[O:32])=[CH:27][C:26]=4[N+:34]([O-:36])=[O:35])=[CH:20][CH:19]=3)[C:11]3[C:6](=[CH:7][CH:8]=[CH:9][CH:10]=3)[C:5]=2[CH:4]=[CH:3][CH:2]=1.Cl.[NH2:39][C:40]1[S:44][N:43]=[C:42]([CH3:45])[CH:41]=1.C(N(C(C)C)CC)(C)C, predict the reaction product. The product is: [CH:1]1[C:13]2[CH:12]([CH2:14][O:15][C:16](=[O:37])[NH:17][C:18]3[CH:23]=[CH:22][C:21]([S:24][C:25]4[CH:30]=[CH:29][C:28]([C:31](=[O:32])[NH:39][C:40]5[S:44][N:43]=[C:42]([CH3:45])[CH:41]=5)=[CH:27][C:26]=4[N+:34]([O-:36])=[O:35])=[CH:20][CH:19]=3)[C:11]3[C:6](=[CH:7][CH:8]=[CH:9][CH:10]=3)[C:5]=2[CH:4]=[CH:3][CH:2]=1. (7) Given the reactants [F:1][C:2]([F:17])([F:16])[O:3][C:4]1[CH:15]=[CH:14][C:7]([CH2:8][CH:9]([C:12]#[N:13])[C:10]#[N:11])=[CH:6][CH:5]=1.[H-].[Na+].[Br:20][C:21]([Br:25])=[CH:22][CH2:23]Br, predict the reaction product. The product is: [Br:20][C:21]([Br:25])=[CH:22][CH2:23][C:9]([CH2:8][C:7]1[CH:6]=[CH:5][C:4]([O:3][C:2]([F:16])([F:17])[F:1])=[CH:15][CH:14]=1)([C:12]#[N:13])[C:10]#[N:11]. (8) Given the reactants [NH2:1][C:2]1[CH:7]=[CH:6][CH:5]=[C:4]([NH2:8])[N:3]=1.[F:9][C:10]1[CH:18]=[CH:17][C:13]([C:14](Cl)=[O:15])=[CH:12][CH:11]=1, predict the reaction product. The product is: [F:9][C:10]1[CH:18]=[CH:17][C:13]([C:14]([NH:1][C:2]2[CH:7]=[CH:6][CH:5]=[C:4]([NH:8][C:14](=[O:15])[C:13]3[CH:17]=[CH:18][C:10]([F:9])=[CH:11][CH:12]=3)[N:3]=2)=[O:15])=[CH:12][CH:11]=1.